Predict the reactants needed to synthesize the given product. From a dataset of Full USPTO retrosynthesis dataset with 1.9M reactions from patents (1976-2016). (1) Given the product [CH2:1]([O:3][C:4]([N:6]1[CH2:7][CH2:8][CH:9]([C:13]2[CH:18]=[CH:17][C:16]([OH:19])=[CH:15][C:14]=2[OH:27])[CH2:10][CH2:11]1)=[O:5])[CH3:2], predict the reactants needed to synthesize it. The reactants are: [CH2:1]([O:3][C:4]([N:6]1[CH2:11][CH2:10][C:9]([C:13]2[CH:18]=[CH:17][C:16]([O:19]CC3C=CC=CC=3)=[CH:15][C:14]=2[O:27]CC2C=CC=CC=2)(O)[CH2:8][CH2:7]1)=[O:5])[CH3:2]. (2) Given the product [C:21]([C:18]1[CH:17]=[C:16]([CH2:15][O:14][C:2]([NH:35][CH:36]2[CH2:37][C:38]3([CH2:43][CH2:42][N:41]([C:44]([O:46][C:47]([CH3:50])([CH3:49])[CH3:48])=[O:45])[CH2:40]3)[CH2:39]2)=[O:3])[O:20][N:19]=1)(=[O:23])[NH2:29], predict the reactants needed to synthesize it. The reactants are: Cl[C:2](OC1C=CC([N+]([O-])=O)=CC=1)=[O:3].[OH:14][CH2:15][C:16]1[O:20][N:19]=[C:18]([C:21]([O:23]CC)=O)[CH:17]=1.C([N:29](CC)C(C)C)(C)C.[NH2:35][CH:36]1[CH2:39][C:38]2([CH2:43][CH2:42][N:41]([C:44]([O:46][C:47]([CH3:50])([CH3:49])[CH3:48])=[O:45])[CH2:40]2)[CH2:37]1. (3) Given the product [S:1]1[CH:5]=[N:4][N:3]=[C:2]1[NH:6][C:8](=[O:9])[O:10][C:11]1[CH:16]=[CH:15][CH:14]=[CH:13][CH:12]=1, predict the reactants needed to synthesize it. The reactants are: [S:1]1[CH:5]=[N:4][N:3]=[C:2]1[NH2:6].Cl[C:8]([O:10][C:11]1[CH:16]=[CH:15][CH:14]=[CH:13][CH:12]=1)=[O:9].O. (4) The reactants are: [NH:1]1[CH2:6][CH2:5][C:4]2([O:11][C:10]3[C:12]4[C:17]([C:18](=[O:21])[C:19](=[O:20])[C:9]=3[S:8][CH2:7]2)=[CH:16][CH:15]=[CH:14][CH:13]=4)[CH2:3][CH2:2]1.[Cl:22][C:23]1[CH:24]=[C:25]([S:29](Cl)(=[O:31])=[O:30])[CH:26]=[CH:27][CH:28]=1. Given the product [Cl:22][C:23]1[CH:24]=[C:25]([S:29]([N:1]2[CH2:2][CH2:3][C:4]3([O:11][C:10]4[C:12]5[C:17]([C:18](=[O:21])[C:19](=[O:20])[C:9]=4[S:8][CH2:7]3)=[CH:16][CH:15]=[CH:14][CH:13]=5)[CH2:5][CH2:6]2)(=[O:31])=[O:30])[CH:26]=[CH:27][CH:28]=1, predict the reactants needed to synthesize it. (5) Given the product [C:11]([CH:12]1[CH2:2][C:3]2([CH2:4][CH2:5][O:6][CH2:7][CH2:8]2)[O:1][C:13]1=[O:14])(=[O:17])[CH:10]([CH3:18])[CH3:9], predict the reactants needed to synthesize it. The reactants are: [O:1]1[C:3]2([CH2:8][CH2:7][O:6][CH2:5][CH2:4]2)[CH2:2]1.[CH3:9][CH:10]([CH3:18])[C:11](=[O:17])[CH2:12][C:13](OC)=[O:14].[O-]CC.[Na+].Cl.